Task: Predict the reactants needed to synthesize the given product.. Dataset: Full USPTO retrosynthesis dataset with 1.9M reactions from patents (1976-2016) (1) The reactants are: [C:1]1([C:7]2[C:15]3[N:11]([CH:12]=[CH:13][C:14]=3[C:16]([OH:18])=O)[CH:10]=[CH:9][CH:8]=2)[CH:6]=[CH:5][CH:4]=[CH:3][CH:2]=1.Cl.CN(C)CCCN=C=NCC.O.ON1C2C=CC=CC=2N=N1.[Cl:42][C:43]1[CH:44]=[C:45]([N:49]2[CH2:54][CH2:53][NH:52][CH2:51][CH2:50]2)[CH:46]=[CH:47][CH:48]=1. Given the product [Cl:42][C:43]1[CH:44]=[C:45]([N:49]2[CH2:54][CH2:53][N:52]([C:16]([C:14]3[CH:13]=[CH:12][N:11]4[C:15]=3[C:7]([C:1]3[CH:2]=[CH:3][CH:4]=[CH:5][CH:6]=3)=[CH:8][CH:9]=[CH:10]4)=[O:18])[CH2:51][CH2:50]2)[CH:46]=[CH:47][CH:48]=1, predict the reactants needed to synthesize it. (2) Given the product [CH:1]1([CH2:6][CH:7]([C:11]2[CH:12]=[CH:13][C:14]([C:17]#[C:18][C:19]3[CH:24]=[CH:23][CH:22]=[CH:21][N:20]=3)=[CH:15][CH:16]=2)[C:8]([NH:59][C:60]2[S:61][CH:62]=[CH:63][N:64]=2)=[O:10])[CH2:2][CH2:3][CH2:4][CH2:5]1, predict the reactants needed to synthesize it. The reactants are: [CH:1]1([CH2:6][CH:7]([C:11]2[CH:16]=[CH:15][C:14]([C:17]#[C:18][C:19]3[CH:24]=[CH:23][CH:22]=[CH:21][N:20]=3)=[CH:13][CH:12]=2)[C:8]([OH:10])=O)[CH2:5][CH2:4][CH2:3][CH2:2]1.F[P-](F)(F)(F)(F)F.N1(O[P+](N(C)C)(N(C)C)N(C)C)C2C=CC=CC=2N=N1.C(N(CC)CC)C.[NH2:59][C:60]1[S:61][CH:62]=[CH:63][N:64]=1.